Dataset: Forward reaction prediction with 1.9M reactions from USPTO patents (1976-2016). Task: Predict the product of the given reaction. (1) Given the reactants C(O[BH-](OC(=O)C)OC(=O)C)(=O)C.[Na+].[CH3:15][CH:16]1[CH2:21][CH2:20][N:19]([C:22]([C:24]2[CH:32]=[CH:31][C:30]3[N:29]([CH2:33][C:34]4[CH:39]=[CH:38][C:37]([S:40]([CH3:43])(=[O:42])=[O:41])=[CH:36][CH:35]=4)[C:28]4[CH2:44][CH2:45][NH:46][CH2:47][C:27]=4[C:26]=3[CH:25]=2)=[O:23])[CH2:18][CH2:17]1.[C:48]1(=O)[CH2:52][CH2:51][CH2:50][CH2:49]1, predict the reaction product. The product is: [CH:48]1([N:46]2[CH2:45][CH2:44][C:28]3[N:29]([CH2:33][C:34]4[CH:39]=[CH:38][C:37]([S:40]([CH3:43])(=[O:41])=[O:42])=[CH:36][CH:35]=4)[C:30]4[CH:31]=[CH:32][C:24]([C:22]([N:19]5[CH2:18][CH2:17][CH:16]([CH3:15])[CH2:21][CH2:20]5)=[O:23])=[CH:25][C:26]=4[C:27]=3[CH2:47]2)[CH2:52][CH2:51][CH2:50][CH2:49]1. (2) Given the reactants [Cl:1][C:2]1[CH:3]=[C:4]([CH:9]2[CH2:13][NH:12][CH2:11][CH:10]2[N:14]([CH3:25])[C:15](=[O:24])[CH2:16][C:17]2[CH:22]=[CH:21][C:20]([F:23])=[CH:19][CH:18]=2)[CH:5]=[CH:6][C:7]=1[Cl:8].[O:26]1[CH2:31][CH2:30][N:29]([C:32]2[CH:40]=[CH:39][C:35]([C:36](O)=[O:37])=[CH:34][CH:33]=2)[CH2:28][CH2:27]1, predict the reaction product. The product is: [Cl:1][C:2]1[CH:3]=[C:4]([CH:9]2[CH2:13][N:12]([C:36](=[O:37])[C:35]3[CH:34]=[CH:33][C:32]([N:29]4[CH2:30][CH2:31][O:26][CH2:27][CH2:28]4)=[CH:40][CH:39]=3)[CH2:11][CH:10]2[N:14]([CH3:25])[C:15](=[O:24])[CH2:16][C:17]2[CH:18]=[CH:19][C:20]([F:23])=[CH:21][CH:22]=2)[CH:5]=[CH:6][C:7]=1[Cl:8].